This data is from NCI-60 drug combinations with 297,098 pairs across 59 cell lines. The task is: Regression. Given two drug SMILES strings and cell line genomic features, predict the synergy score measuring deviation from expected non-interaction effect. (1) Drug 1: CC(CN1CC(=O)NC(=O)C1)N2CC(=O)NC(=O)C2. Drug 2: C1C(C(OC1N2C=NC3=C(N=C(N=C32)Cl)N)CO)O. Cell line: IGROV1. Synergy scores: CSS=23.9, Synergy_ZIP=1.45, Synergy_Bliss=6.09, Synergy_Loewe=5.91, Synergy_HSA=5.91. (2) Cell line: RXF 393. Synergy scores: CSS=18.9, Synergy_ZIP=-6.03, Synergy_Bliss=-1.93, Synergy_Loewe=-3.43, Synergy_HSA=-2.85. Drug 1: COC1=C(C=C2C(=C1)N=CN=C2NC3=CC(=C(C=C3)F)Cl)OCCCN4CCOCC4. Drug 2: CCN(CC)CCNC(=O)C1=C(NC(=C1C)C=C2C3=C(C=CC(=C3)F)NC2=O)C. (3) Drug 1: CCC1(CC2CC(C3=C(CCN(C2)C1)C4=CC=CC=C4N3)(C5=C(C=C6C(=C5)C78CCN9C7C(C=CC9)(C(C(C8N6C=O)(C(=O)OC)O)OC(=O)C)CC)OC)C(=O)OC)O.OS(=O)(=O)O. Cell line: HS 578T. Drug 2: C1CN1C2=NC(=NC(=N2)N3CC3)N4CC4. Synergy scores: CSS=16.2, Synergy_ZIP=1.80, Synergy_Bliss=1.95, Synergy_Loewe=0.488, Synergy_HSA=1.34.